Dataset: Reaction yield outcomes from USPTO patents with 853,638 reactions. Task: Predict the reaction yield, written as a fraction of the theoretical maximum amount of product (1.0 means a 100% yield; for example, 0.34 means a 34% yield). (1) The reactants are [NH2:1][C:2]1[C:10]([Br:11])=[CH:9][C:8]([CH3:12])=[CH:7][C:3]=1[C:4](O)=[O:5].C(Cl)CCl.C1C=[N:21]C2N(O)N=NC=2C=1.[Cl-].[NH4+].CCN(C(C)C)C(C)C. The catalyst is CN(C=O)C.O. The product is [NH2:1][C:2]1[C:10]([Br:11])=[CH:9][C:8]([CH3:12])=[CH:7][C:3]=1[C:4]([NH2:21])=[O:5]. The yield is 0.890. (2) The reactants are OC(C(F)(F)F)=O.C([N:15]1[CH2:20][CH2:19][CH2:18][CH:17]([NH:21][C:22]2[CH:23]=[C:24]([NH:31][C:32]3[CH:37]=[CH:36][C:35]([O:38][CH2:39][CH3:40])=[CH:34][CH:33]=3)[C:25]3[N:26]([CH:28]=[CH:29][N:30]=3)[N:27]=2)[CH2:16]1)C1C=CC=CC=1.C(N1CCCC(N)C1)C1C=CC=CC=1. The catalyst is C(O)(=O)C.[Pd].CO. The product is [CH2:39]([O:38][C:35]1[CH:34]=[CH:33][C:32]([NH:31][C:24]2[C:25]3[N:26]([CH:28]=[CH:29][N:30]=3)[N:27]=[C:22]([NH:21][CH:17]3[CH2:18][CH2:19][CH2:20][NH:15][CH2:16]3)[CH:23]=2)=[CH:37][CH:36]=1)[CH3:40]. The yield is 0.0700. (3) The reactants are [F:1][C:2]1[CH:19]=[CH:18][C:5]([O:6][C:7]2[N:12]=[CH:11][C:10]([CH2:13][C:14](Cl)=[N:15][OH:16])=[CH:9][CH:8]=2)=[CH:4][CH:3]=1.O1CCCC1.[C:25]([C:27]1[C:28]([NH2:34])=[N:29][C:30]([NH2:33])=[CH:31][CH:32]=1)#[CH:26].C(N(CC)CC)C. The catalyst is O. The product is [F:1][C:2]1[CH:19]=[CH:18][C:5]([O:6][C:7]2[N:12]=[CH:11][C:10]([CH2:13][C:14]3[CH:26]=[C:25]([C:27]4[C:28]([NH2:34])=[N:29][C:30]([NH2:33])=[CH:31][CH:32]=4)[O:16][N:15]=3)=[CH:9][CH:8]=2)=[CH:4][CH:3]=1. The yield is 0.380. (4) The yield is 0.830. The catalyst is CCCCCC. The reactants are CC(C)=C[CH2:4][CH2:5][C:6]([CH:8]=[CH2:9])=C.[NH2-].[Li+].[CH3:13][O:14][C:15]([CH3:21])([O:17]CC#C)[CH3:16].BrCC. The product is [CH3:13][O:14][C:15]([CH3:21])([O:17][CH2:4][C:5]#[C:6][CH2:8][CH3:9])[CH3:16]. (5) The reactants are [CH3:1][CH:2]([CH3:11])[C:3](=[O:10])[CH2:4][C:5]([O:7][CH2:8][CH3:9])=[O:6].[CH:12](OCC)(OCC)OCC.[Br:22][C:23]1[CH:29]=[CH:28][C:26]([NH2:27])=[CH:25][CH:24]=1. No catalyst specified. The product is [Br:22][C:23]1[CH:29]=[CH:28][C:26]([NH:27][CH:12]=[C:4]([C:3](=[O:10])[CH:2]([CH3:1])[CH3:11])[C:5]([O:7][CH2:8][CH3:9])=[O:6])=[CH:25][CH:24]=1. The yield is 0.530. (6) The reactants are [O:1]([C:14]1[CH:19]=[C:18]([CH2:20][OH:21])[CH:17]=[CH:16][C:15]=1[CH2:22][C:23]1[CH:28]=[CH:27][C:26]([O:29][CH3:30])=[CH:25][CH:24]=1)[C@@H:2]1[O:10][C@H:9]([C@@H:11]([CH3:13])[OH:12])[C@@H:7]([OH:8])[C@H:5]([OH:6])[C@H:3]1[OH:4].[CH2:31]([O:34][C:35]([O:37][CH2:38][C:39](Cl)=[O:40])=[O:36])[CH:32]=[CH2:33].C(O)C.Cl. The catalyst is CC1C=C(C)C=C(C)N=1.C(Cl)Cl. The product is [O:1]([C:14]1[CH:19]=[C:18]([CH2:20][O:21][C:39](=[O:40])[CH2:38][O:37][C:35]([O:34][CH2:31][CH:32]=[CH2:33])=[O:36])[CH:17]=[CH:16][C:15]=1[CH2:22][C:23]1[CH:24]=[CH:25][C:26]([O:29][CH3:30])=[CH:27][CH:28]=1)[C@@H:2]1[O:10][C@H:9]([C@@H:11]([CH3:13])[OH:12])[C@@H:7]([OH:8])[C@H:5]([OH:6])[C@H:3]1[OH:4]. The yield is 0.761. (7) The reactants are [H-].[Na+].[C:3]([C:5]1[CH:6]=[C:7]2[C:11](=[CH:12][CH:13]=1)[NH:10][C:9](=[O:14])[CH2:8]2)#[N:4].Cl[C:16]1[CH:17]=[C:18]([CH:27]=[CH:28][N:29]=1)[C:19]([NH:21][CH2:22][CH2:23][N:24]([CH3:26])[CH3:25])=[O:20]. The catalyst is CN(C)C=O. The product is [C:3]([C:5]1[CH:6]=[C:7]2[C:11](=[CH:12][CH:13]=1)[NH:10][C:9]([OH:14])=[C:8]2[C:16]1[CH:17]=[C:18]([CH:27]=[CH:28][N:29]=1)[C:19]([NH:21][CH2:22][CH2:23][N:24]([CH3:25])[CH3:26])=[O:20])#[N:4]. The yield is 0.0500.